From a dataset of Forward reaction prediction with 1.9M reactions from USPTO patents (1976-2016). Predict the product of the given reaction. (1) Given the reactants [O:1]1[CH:5]=[CH:4][N:3]=[CH:2]1.[CH2:6]([Br:13])[C:7]1[CH:12]=[CH:11][CH:10]=[CH:9][CH:8]=1, predict the reaction product. The product is: [Br-:13].[CH2:6]([N+:3]1[CH:4]=[CH:5][O:1][CH:2]=1)[C:7]1[CH:12]=[CH:11][CH:10]=[CH:9][CH:8]=1. (2) Given the reactants N1C=CC=CC=1C(O)=O.P([O-])([O-])([O-])=O.[K+].[K+].[K+].Br[C:19]1[CH:24]=[CH:23][CH:22]=[CH:21][C:20]=1[CH3:25].[O:26]=[S:27]1(=[O:46])[CH2:32][CH2:31][N:30]2[CH:33]3[CH2:38][CH2:37][C:36]([C:39]4[CH:44]=[CH:43][C:42]([OH:45])=[CH:41][CH:40]=4)([C:29]2=[N:28]1)[CH2:35][CH2:34]3, predict the reaction product. The product is: [CH3:25][C:20]1[CH:21]=[CH:22][CH:23]=[CH:24][C:19]=1[O:45][C:42]1[CH:43]=[CH:44][C:39]([C:36]23[CH2:37][CH2:38][CH:33]([N:30]4[CH2:31][CH2:32][S:27](=[O:46])(=[O:26])[N:28]=[C:29]42)[CH2:34][CH2:35]3)=[CH:40][CH:41]=1. (3) Given the reactants C([O:5]C(=O)NC1(CCCO)CCC(OC2C=C3C(=CC=2Cl)C(OCC2C=CC=CC=2)=NC=C3)CC1)(C)(C)C.[C:39]([O:43][C:44](=[O:77])[NH:45][C:46]1([CH2:74][CH:75]=[CH2:76])[CH2:53][CH2:52][CH2:51][CH:50]([O:54][C:55]2[CH:56]=[C:57]3[C:62](=[CH:63][C:64]=2[Cl:65])[C:61]([O:66][CH2:67][C:68]2[CH:73]=[CH:72][CH:71]=[CH:70][CH:69]=2)=[N:60][CH:59]=[CH:58]3)[CH2:49][CH2:48][CH2:47]1)([CH3:42])([CH3:41])[CH3:40].B1C2CCCC1CCC2, predict the reaction product. The product is: [C:39]([O:43][C:44](=[O:77])[NH:45][C:46]1([CH2:74][CH2:75][CH2:76][OH:5])[CH2:53][CH2:52][CH2:51][CH:50]([O:54][C:55]2[CH:56]=[C:57]3[C:62](=[CH:63][C:64]=2[Cl:65])[C:61]([O:66][CH2:67][C:68]2[CH:73]=[CH:72][CH:71]=[CH:70][CH:69]=2)=[N:60][CH:59]=[CH:58]3)[CH2:49][CH2:48][CH2:47]1)([CH3:42])([CH3:41])[CH3:40].